From a dataset of Experimentally validated miRNA-target interactions with 360,000+ pairs, plus equal number of negative samples. Binary Classification. Given a miRNA mature sequence and a target amino acid sequence, predict their likelihood of interaction. (1) The miRNA is hsa-miR-4725-5p with sequence AGACCCUGCAGCCUUCCCACC. The protein sequence of the target gene is MAAPALGLVCGRCPELGLVLLLLLLSLLCGAAGSQEAGTGAGAGSLAGSCGCGTPQRPGAHGSSAAAHRYSREANAPGPVPGERQLAHSKMVPIPAGVFTMGTDDPQIKQDGEAPARRVTIDAFYMDAYEVSNTEFEKFVNSTGYLTEAEKFGDSFVFEGMLSEQVKTNIQQAVAAAPWWLPVKGANWRHPEGPDSTILHRPDHPVLHVSWNDAVAYCTWAGKRLPTEAEWEYSCRGGLHNRLFPWGNKLQPKGQHYANIWQGEFPVTNTGEDGFQGTAPVDAFPPNGYGLYNIVGNAWE.... Result: 0 (no interaction). (2) The miRNA is hsa-miR-7704 with sequence CGGGGUCGGCGGCGACGUG. The protein sequence of the target gene is MAEPSGAETRPPIRVTVKTPKDKEEIVICDRASVKEFKEEISRRFKAQQDQLVLIFAGKILKDGDTLNQHGIKDGLTVHLVIKTPQKAQDPAAATASSPSTPDPASAPSTTPASPATPAQPSTSGSASSDAGSGSRRSSGGGPSPGAGEGSPSATASILSGFGGILGLGSLGLGSANFMELQQQMQRQLMSNPEMLSQIMENPLVQDMMSNPDLMRHMIMANPQMQQLMERNPEISHMLNNPELMRQTMELARNPAMMQEMMRNQDRALSNLESIPGGYNALRRMYTDIQEPMFSAAREQ.... Result: 1 (interaction).